Dataset: Reaction yield outcomes from USPTO patents with 853,638 reactions. Task: Predict the reaction yield, written as a fraction of the theoretical maximum amount of product (1.0 means a 100% yield; for example, 0.34 means a 34% yield). (1) The reactants are [CH3:1][NH:2][CH2:3][CH2:4][OH:5].C(N(CC)CC)C.[C:13]([Si:17](Cl)([C:24]1[CH:29]=[CH:28][CH:27]=[CH:26][CH:25]=1)[C:18]1[CH:23]=[CH:22][CH:21]=[CH:20][CH:19]=1)([CH3:16])([CH3:15])[CH3:14]. The catalyst is C(Cl)Cl.CN(C)C1C=CN=CC=1. The product is [Si:17]([O:5][CH2:4][CH2:3][NH:2][CH3:1])([C:13]([CH3:16])([CH3:15])[CH3:14])([C:24]1[CH:25]=[CH:26][CH:27]=[CH:28][CH:29]=1)[C:18]1[CH:23]=[CH:22][CH:21]=[CH:20][CH:19]=1. The yield is 0.530. (2) The reactants are [Br:1][C:2]1[C:3]([N:19]2[CH2:24][CH2:23][CH2:22][C@@H:21]([NH:25]C(=O)OC(C)(C)C)[CH2:20]2)=[C:4]2[C:10]([NH:11][C:12]([CH:14]3[CH2:18][CH2:17][CH2:16][CH2:15]3)=[O:13])=[CH:9][NH:8][C:5]2=[N:6][CH:7]=1.[ClH:33]. The catalyst is C(O)(C(F)(F)F)=O.C(Cl)Cl.CCOCC. The product is [ClH:33].[NH2:25][C@@H:21]1[CH2:22][CH2:23][CH2:24][N:19]([C:3]2[C:2]([Br:1])=[CH:7][N:6]=[C:5]3[NH:8][CH:9]=[C:10]([NH:11][C:12]([CH:14]4[CH2:15][CH2:16][CH2:17][CH2:18]4)=[O:13])[C:4]=23)[CH2:20]1. The yield is 0.620. (3) The reactants are [CH3:1][CH:2]1[CH2:7][C:6](=[O:8])[CH2:5][C:4](=O)[CH2:3]1.CC([O-])=O.[Na+].BrBr.[NH2:17][C:18]([NH2:20])=[S:19]. The catalyst is CC(O)=O. The product is [NH2:20][C:18]1[S:19][C:5]2[C:6](=[O:8])[CH2:7][CH:2]([CH3:1])[CH2:3][C:4]=2[N:17]=1. The yield is 0.860. (4) The catalyst is O1CCCC1.ClCCl. The reactants are [F:1][C:2]([F:29])([F:28])[C:3]1[CH:4]=[C:5]([C:9]2[C:10]3[N:11]([N:15]=[C:16]([NH:18][C:19]4[CH:27]=[CH:26][C:22]([C:23]([OH:25])=O)=[CH:21][CH:20]=4)[N:17]=3)[CH:12]=[CH:13][CH:14]=2)[CH:6]=[CH:7][CH:8]=1.F[P-](F)(F)(F)(F)F.N1(OC(N(C)C)=[N+](C)C)C2N=CC=CC=2N=N1.C(N(CC)C(C)C)(C)C.[NH2:63][CH:64]1[CH2:69][CH2:68][N:67](C(OC(C)(C)C)=O)[CH2:66][CH2:65]1. The yield is 0.420. The product is [NH:67]1[CH2:68][CH2:69][CH:64]([NH:63][C:23](=[O:25])[C:22]2[CH:21]=[CH:20][C:19]([NH:18][C:16]3[N:17]=[C:10]4[C:9]([C:5]5[CH:6]=[CH:7][CH:8]=[C:3]([C:2]([F:1])([F:29])[F:28])[CH:4]=5)=[CH:14][CH:13]=[CH:12][N:11]4[N:15]=3)=[CH:27][CH:26]=2)[CH2:65][CH2:66]1. (5) The product is [NH2:2][CH2:10][CH2:11][C:12]1[CH:13]=[C:14]([NH:22][C:23]([CH:25]2[CH2:34][C:33]3[CH:32]=[C:31]([O:35][C:36]4[CH:41]=[CH:40][N:39]=[C:38]([C:42]([NH:44][CH3:45])=[O:43])[CH:37]=4)[CH:30]=[CH:29][C:28]=3[CH2:27][CH2:26]2)=[O:24])[CH:15]=[C:16]([C:18]([F:21])([F:19])[F:20])[CH:17]=1. The yield is 0.290. The reactants are C1C2C(=CC=CC=2)C[N:2]1[CH2:10][CH2:11][C:12]1[CH:13]=[C:14]([NH:22][C:23]([CH:25]2[CH2:34][C:33]3[CH:32]=[C:31]([O:35][C:36]4[CH:41]=[CH:40][N:39]=[C:38]([C:42]([NH:44][CH3:45])=[O:43])[CH:37]=4)[CH:30]=[CH:29][C:28]=3[CH2:27][CH2:26]2)=[O:24])[CH:15]=[C:16]([C:18]([F:21])([F:20])[F:19])[CH:17]=1.C(N)CN. The catalyst is CCOC(C)=O.O. (6) The reactants are [Br:1][C:2]1[CH:7]=[CH:6][C:5]([NH2:8])=[C:4](I)[CH:3]=1.[C:10]1(B2OC(C)(C)C(C)(C)O2)[CH2:15][CH2:14][CH2:13][CH2:12][CH:11]=1.C([O-])([O-])=O.[Na+].[Na+].CCOC(C)=O. The catalyst is O1CCOCC1.C1C=CC([P]([Pd]([P](C2C=CC=CC=2)(C2C=CC=CC=2)C2C=CC=CC=2)([P](C2C=CC=CC=2)(C2C=CC=CC=2)C2C=CC=CC=2)[P](C2C=CC=CC=2)(C2C=CC=CC=2)C2C=CC=CC=2)(C2C=CC=CC=2)C2C=CC=CC=2)=CC=1. The product is [Br:1][C:2]1[CH:7]=[CH:6][C:5]([NH2:8])=[C:4]([C:10]2[CH2:15][CH2:14][CH2:13][CH2:12][CH:11]=2)[CH:3]=1. The yield is 0.870. (7) The reactants are [CH2:1]([O:8][C:9]1[CH:18]=[C:17]([O:19][CH2:20][C:21]2[CH:26]=[CH:25][CH:24]=[CH:23][CH:22]=2)[C:16](I)=[C:15]2[C:10]=1[C:11](=[O:36])[CH:12]=[C:13]([C:28]1[CH:33]=[CH:32][C:31]([O:34][CH3:35])=[CH:30][CH:29]=1)[O:14]2)[C:2]1[CH:7]=[CH:6][CH:5]=[CH:4][CH:3]=1.[CH:37]1(B(O)O)[CH2:39][CH2:38]1.Cl. The catalyst is C1(C)C=CC=CC=1.C(OCC)(=O)C.C1C=CC([P]([Pd]([P](C2C=CC=CC=2)(C2C=CC=CC=2)C2C=CC=CC=2)([P](C2C=CC=CC=2)(C2C=CC=CC=2)C2C=CC=CC=2)[P](C2C=CC=CC=2)(C2C=CC=CC=2)C2C=CC=CC=2)(C2C=CC=CC=2)C2C=CC=CC=2)=CC=1. The product is [CH2:1]([O:8][C:9]1[CH:18]=[C:17]([O:19][CH2:20][C:21]2[CH:26]=[CH:25][CH:24]=[CH:23][CH:22]=2)[C:16]([CH:37]2[CH2:39][CH2:38]2)=[C:15]2[C:10]=1[C:11](=[O:36])[CH:12]=[C:13]([C:28]1[CH:33]=[CH:32][C:31]([O:34][CH3:35])=[CH:30][CH:29]=1)[O:14]2)[C:2]1[CH:7]=[CH:6][CH:5]=[CH:4][CH:3]=1. The yield is 0.180. (8) The reactants are [S:1]1[C:5]2[CH:6]=[C:7]([N:10]3[CH2:14][CH2:13][NH:12][C:11]3=[O:15])[CH:8]=[CH:9][C:4]=2[N:3]=[CH:2]1.Cl[C:17]1[N:22]2[CH:23]=[CH:24][N:25]=[C:21]2[CH:20]=[N:19][CH:18]=1.CN[C@@H]1CCCC[C@H]1NC.P([O-])([O-])([O-])=O.[K+].[K+].[K+]. The yield is 0.0353. The catalyst is [Cu](I)I.O1CCOCC1. The product is [S:1]1[C:5]2[CH:6]=[C:7]([N:10]3[CH2:14][CH2:13][N:12]([C:17]4[N:22]5[CH:23]=[CH:24][N:25]=[C:21]5[CH:20]=[N:19][CH:18]=4)[C:11]3=[O:15])[CH:8]=[CH:9][C:4]=2[N:3]=[CH:2]1.